Dataset: Full USPTO retrosynthesis dataset with 1.9M reactions from patents (1976-2016). Task: Predict the reactants needed to synthesize the given product. (1) Given the product [Br:17][C:18]1[CH:26]=[CH:25][CH:24]=[C:23]2[C:19]=1[C:20]1([C:31]3=[CH:32][C:33]4[O:37][CH2:36][O:35][C:34]=4[CH:38]=[C:30]3[O:29][CH2:28]1)[C:21](=[O:27])[N:22]2[CH2:7][C:4]1[S:3][C:2]([Cl:1])=[CH:6][CH:5]=1, predict the reactants needed to synthesize it. The reactants are: [Cl:1][C:2]1[S:3][C:4]([CH2:7]Cl)=[CH:5][CH:6]=1.BrCC1CCCCO1.[Br:17][C:18]1[CH:26]=[CH:25][CH:24]=[C:23]2[C:19]=1[C:20]1([C:31]3=[CH:32][C:33]4[O:37][CH2:36][O:35][C:34]=4[CH:38]=[C:30]3[O:29][CH2:28]1)[C:21](=[O:27])[NH:22]2. (2) Given the product [F:19][C:20]([F:30])([F:31])[O:21][C:22]1[CH:29]=[CH:28][C:25]([CH:26]=[C:9]([CH2:15][CH3:16])[C:10]([O:12][CH2:13][CH3:14])=[O:11])=[CH:24][CH:23]=1, predict the reactants needed to synthesize it. The reactants are: C(OP([CH:9]([CH2:15][CH3:16])[C:10]([O:12][CH2:13][CH3:14])=[O:11])(OCC)=O)C.[H-].[Na+].[F:19][C:20]([F:31])([F:30])[O:21][C:22]1[CH:29]=[CH:28][C:25]([CH:26]=O)=[CH:24][CH:23]=1.O. (3) Given the product [C:32]([OH:37])(=[O:36])[C:33]([OH:35])=[O:34].[OH:13][C@H:15]1[CH2:16][C:17]2[C:22](=[CH:21][CH:20]=[CH:19][CH:18]=2)[C@@H:14]1[O:1][C:2]1[C:10]2[N:9]=[C:8]([CH3:11])[N:7]([CH3:12])[C:6]=2[CH:5]=[C:4]([C:23]([N:25]([CH3:28])[CH3:26])=[O:34])[CH:3]=1, predict the reactants needed to synthesize it. The reactants are: [OH:1][C:2]1[C:10]2[N:9]=[C:8]([CH3:11])[N:7]([CH3:12])[C:6]=2[CH:5]=[CH:4][CH:3]=1.[O:13]1[C@H:15]2[CH2:16][C:17]3[C:22]([C@@H:14]12)=[CH:21][CH:20]=[CH:19][CH:18]=3.[CH2:23]([N:25]([CH2:28]C)[CH2:26]C)C.O.O.[C:32]([OH:37])(=[O:36])[C:33]([OH:35])=[O:34]. (4) Given the product [N:22]1([C:20]([NH:19][CH2:18][CH2:17][CH2:16][CH2:15][C@H:14]([NH:28][C:29](=[O:43])[O:30][CH2:31][C:32]2([CH2:36][C:37]3[CH:38]=[N:39][CH:40]=[CH:41][CH:42]=3)[CH2:35][CH2:34][CH2:33]2)[C:2](=[O:1])[C:3](=[O:13])[NH:4][C@@H:5]([C:7]2[CH:12]=[CH:11][CH:10]=[CH:9][CH:8]=2)[CH3:6])=[O:21])[CH2:27][CH2:26][O:25][CH2:24][CH2:23]1, predict the reactants needed to synthesize it. The reactants are: [OH:1][CH:2]([C@@H:14]([NH:28][C:29](=[O:43])[O:30][CH2:31][C:32]1([CH2:36][C:37]2[CH:38]=[N:39][CH:40]=[CH:41][CH:42]=2)[CH2:35][CH2:34][CH2:33]1)[CH2:15][CH2:16][CH2:17][CH2:18][NH:19][C:20]([N:22]1[CH2:27][CH2:26][O:25][CH2:24][CH2:23]1)=[O:21])[C:3](=[O:13])[NH:4][C@@H:5]([C:7]1[CH:12]=[CH:11][CH:10]=[CH:9][CH:8]=1)[CH3:6].OC([C@@H](NC(=O)OCC1(CC2C=CC=CC=2)CCCCC1)CCCCNC(N1CCOCC1)=O)C(=O)N[C@@H](C1C=CC=CC=1)C. (5) The reactants are: [ClH:1].Cl.FC1C=CC(C2C=NC(N3CCNCC3)=NC=2)=CC=1.C(OC([N:29]1[CH2:34][CH2:33][N:32]([C:35]2[N:40]=[CH:39][C:38]([C:41]3[CH:46]=[CH:45][C:44]([Cl:47])=[C:43]([Cl:48])[CH:42]=3)=[CH:37][N:36]=2)[CH2:31][CH2:30]1)=O)(C)(C)C. Given the product [ClH:47].[ClH:1].[Cl:48][C:43]1[CH:42]=[C:41]([C:38]2[CH:37]=[N:36][C:35]([N:32]3[CH2:31][CH2:30][NH:29][CH2:34][CH2:33]3)=[N:40][CH:39]=2)[CH:46]=[CH:45][C:44]=1[Cl:47], predict the reactants needed to synthesize it. (6) Given the product [CH2:9]([O:12][C:13]1[CH:18]=[C:17]([C:2]2[CH:8]=[CH:7][C:5]([NH2:6])=[CH:4][CH:3]=2)[CH:16]=[CH:15][CH:14]=1)[CH2:10][CH3:11], predict the reactants needed to synthesize it. The reactants are: Br[C:2]1[CH:8]=[CH:7][C:5]([NH2:6])=[CH:4][CH:3]=1.[CH2:9]([O:12][C:13]1[CH:14]=[C:15](B(O)O)[CH:16]=[CH:17][CH:18]=1)[CH2:10][CH3:11].